From a dataset of Reaction yield outcomes from USPTO patents with 853,638 reactions. Predict the reaction yield, written as a fraction of the theoretical maximum amount of product (1.0 means a 100% yield; for example, 0.34 means a 34% yield). (1) The reactants are [H-].[Na+].[C:3]([N:7]1[C:11]2=[N:12][CH:13]=[C:14]([S:16][C:17]3[CH:22]=[C:21]([F:23])[CH:20]=[C:19]([F:24])[CH:18]=3)[CH:15]=[C:10]2[C:9]([NH2:25])=[N:8]1)([CH3:6])([CH3:5])[CH3:4].[N:26]([C:29]1[CH:34]=[CH:33][C:32]([N:35]2[CH2:40][CH2:39][N:38]([CH3:41])[CH2:37][CH2:36]2)=[CH:31][CH:30]=1)=[C:27]=[O:28].O. The catalyst is CC(N(C)C)=O. The product is [C:3]([N:7]1[C:11]2=[N:12][CH:13]=[C:14]([S:16][C:17]3[CH:22]=[C:21]([F:23])[CH:20]=[C:19]([F:24])[CH:18]=3)[CH:15]=[C:10]2[C:9]([NH:25][C:27]([NH:26][C:29]2[CH:30]=[CH:31][C:32]([N:35]3[CH2:36][CH2:37][N:38]([CH3:41])[CH2:39][CH2:40]3)=[CH:33][CH:34]=2)=[O:28])=[N:8]1)([CH3:6])([CH3:4])[CH3:5]. The yield is 0.450. (2) The reactants are [C:1]1(/[CH:7]=[CH:8]/[C:9]2[CH:14]=[CH:13][CH:12]=[CH:11][CH:10]=2)[CH:6]=[CH:5][CH:4]=[CH:3][CH:2]=1.[OH:15]O. The catalyst is C1COCC1.O.[O-2].[O-2].[Mn+4]. The product is [CH:4]1[CH:3]=[CH:2][C:1]([C@H:7]2[O:15][C@@H:8]2[C:9]2[CH:10]=[CH:11][CH:12]=[CH:13][CH:14]=2)=[CH:6][CH:5]=1. The yield is 0.960.